Predict the reactants needed to synthesize the given product. From a dataset of Full USPTO retrosynthesis dataset with 1.9M reactions from patents (1976-2016). (1) Given the product [Cl:27][C:22]1[CH:21]=[C:20]([C:18]2[CH:17]=[C:16]([N:28]3[CH2:29][CH2:30][N:31]([C:34]4[C:39]([C:40]([F:42])([F:43])[F:41])=[CH:38][CH:37]=[CH:36][N:35]=4)[CH2:32][CH2:33]3)[N:15]=[C:14]([CH:11]3[CH2:10][CH2:9][NH:8][CH2:13][CH2:12]3)[N:19]=2)[CH:25]=[CH:24][C:23]=1[F:26].[C:1]([O:5][C:6]([N:8]1[CH2:9][CH:10]=[C:11]([C:14]2[N:19]=[C:18]([C:20]3[CH:25]=[CH:24][C:23]([F:26])=[C:22]([Cl:27])[CH:21]=3)[CH:17]=[C:16]([N:28]3[CH2:33][CH2:32][N:31]([C:34]4[C:39]([C:40]([F:42])([F:43])[F:41])=[CH:38][CH:37]=[CH:36][N:35]=4)[CH2:30][CH2:29]3)[N:15]=2)[CH2:12][CH2:13]1)=[O:7])([CH3:4])([CH3:2])[CH3:3], predict the reactants needed to synthesize it. The reactants are: [C:1]([O:5][C:6]([N:8]1[CH2:13][CH2:12][CH:11]([C:14]2[N:19]=[C:18]([C:20]3[CH:25]=[CH:24][C:23]([F:26])=[C:22]([Cl:27])[CH:21]=3)[CH:17]=[C:16]([N:28]3[CH2:33][CH2:32][N:31]([C:34]4[C:39]([C:40]([F:43])([F:42])[F:41])=[CH:38][CH:37]=[CH:36][N:35]=4)[CH2:30][CH2:29]3)[N:15]=2)[CH2:10][CH2:9]1)=[O:7])([CH3:4])([CH3:3])[CH3:2].Cl. (2) Given the product [NH2:31][CH2:30][C:28]1([CH2:32][NH:33][C:2]2[C:11]3[C:6](=[CH:7][CH:8]=[C:9]([CH3:12])[CH:10]=3)[N:5]=[C:4]([N:13]3[CH2:19][C:18]4[CH:20]=[CH:21][CH:22]=[CH:23][C:17]=4[S:16](=[O:25])(=[O:24])[CH2:15][CH2:14]3)[CH:3]=2)[CH2:29][O:26][CH2:27]1, predict the reactants needed to synthesize it. The reactants are: Cl[C:2]1[C:11]2[C:6](=[CH:7][CH:8]=[C:9]([CH3:12])[CH:10]=2)[N:5]=[C:4]([N:13]2[CH2:19][C:18]3[CH:20]=[CH:21][CH:22]=[CH:23][C:17]=3[S:16](=[O:25])(=[O:24])[CH2:15][CH2:14]2)[CH:3]=1.[O:26]1[CH2:29][C:28]([CH2:32][NH2:33])([CH2:30][NH2:31])[CH2:27]1. (3) The reactants are: [C:1]([O:5][C:6]([NH:8][C@@H:9]1[CH2:13][CH2:12][C@:11]([CH:17]([CH3:19])[CH3:18])([C:14]([OH:16])=O)[CH2:10]1)=[O:7])([CH3:4])([CH3:3])[CH3:2].[C:20]1([C:26]2([OH:32])[CH2:31][CH2:30][NH:29][CH2:28][CH2:27]2)[CH:25]=[CH:24][CH:23]=[CH:22][CH:21]=1.C(N(CC)CC)C.F[P-](F)(F)(F)(F)F.N1(O[P+](N2CCCC2)(N2CCCC2)N2CCCC2)C2C=CC=CC=2N=N1. Given the product [C:1]([O:5][C:6](=[O:7])[NH:8][C@@H:9]1[CH2:13][CH2:12][C@@:11]([C:14]([N:29]2[CH2:30][CH2:31][C:26]([OH:32])([C:20]3[CH:21]=[CH:22][CH:23]=[CH:24][CH:25]=3)[CH2:27][CH2:28]2)=[O:16])([CH:17]([CH3:19])[CH3:18])[CH2:10]1)([CH3:2])([CH3:3])[CH3:4], predict the reactants needed to synthesize it.